This data is from Full USPTO retrosynthesis dataset with 1.9M reactions from patents (1976-2016). The task is: Predict the reactants needed to synthesize the given product. The reactants are: [SH:1][C:2]1[N:7]=[C:6]([N:8]2[CH2:13][CH2:12][O:11][CH2:10][CH2:9]2)[C:5]2[CH2:14][O:15][C:16]([CH3:19])([CH3:18])[CH2:17][C:4]=2[C:3]=1[C:20]#[N:21].C(=O)([O-])[O-].[K+].[K+].Cl[CH2:29][C:30]([NH2:32])=[O:31]. Given the product [NH2:21][C:20]1[C:3]2[C:2](=[N:7][C:6]([N:8]3[CH2:9][CH2:10][O:11][CH2:12][CH2:13]3)=[C:5]3[CH2:14][O:15][C:16]([CH3:18])([CH3:19])[CH2:17][C:4]3=2)[S:1][C:29]=1[C:30]([NH2:32])=[O:31], predict the reactants needed to synthesize it.